This data is from Reaction yield outcomes from USPTO patents with 853,638 reactions. The task is: Predict the reaction yield, written as a fraction of the theoretical maximum amount of product (1.0 means a 100% yield; for example, 0.34 means a 34% yield). (1) The reactants are [CH:1]([C:4]1[CH:9]=[CH:8][C:7]([CH:10]2[C:14]3[C:15]([CH3:34])=[C:16]([NH:21][C:22]([C:24]4[CH:33]=[CH:32][C:27]([C:28]([O:30]C)=[O:29])=[CH:26][CH:25]=4)=[O:23])[C:17]([CH3:20])=[C:18]([CH3:19])[C:13]=3[O:12][C:11]2([CH3:36])[CH3:35])=[CH:6][CH:5]=1)([CH3:3])[CH3:2].O1CCCC1.[OH-].[Na+]. The catalyst is CO. The product is [CH:1]([C:4]1[CH:5]=[CH:6][C:7]([CH:10]2[C:14]3[C:15]([CH3:34])=[C:16]([NH:21][C:22]([C:24]4[CH:25]=[CH:26][C:27]([C:28]([OH:30])=[O:29])=[CH:32][CH:33]=4)=[O:23])[C:17]([CH3:20])=[C:18]([CH3:19])[C:13]=3[O:12][C:11]2([CH3:36])[CH3:35])=[CH:8][CH:9]=1)([CH3:3])[CH3:2]. The yield is 0.600. (2) The reactants are [OH:1][C@@H:2]1[CH2:20][CH2:19][C@@:18]2([CH3:21])[C@H:4]([CH2:5][CH2:6][C@@H:7]3[C:17]2=[CH:16][CH2:15][C@@:14]2([CH3:22])[C@H:8]3[CH2:9][CH2:10]/[C:11]/2=[CH:12]/[CH3:13])[CH2:3]1.C(N(CC)CC)C.[C:30](OC(=O)C)(=[O:32])[CH3:31]. The catalyst is C(Cl)Cl.CN(C1C=CN=CC=1)C. The product is [C:30]([O:1][C@@H:2]1[CH2:20][CH2:19][C@@:18]2([CH3:21])[C@H:4]([CH2:5][CH2:6][C@@H:7]3[C:17]2=[CH:16][CH2:15][C@@:14]2([CH3:22])[C@H:8]3[CH2:9][CH2:10]/[C:11]/2=[CH:12]/[CH3:13])[CH2:3]1)(=[O:32])[CH3:31]. The yield is 0.950. (3) The reactants are [Si]([O:8][C@H:9]([CH3:38])[C@@H:10]([NH:24][C:25]1[CH:32]=[CH:31][C:28]([C:29]#[N:30])=[C:27]([C:33]([F:36])([F:35])[F:34])[C:26]=1[CH3:37])[C:11]1[O:12][C:13]([C:16]2[CH:21]=[CH:20][C:19]([C:22]#[N:23])=[CH:18][CH:17]=2)=[N:14][N:15]=1)(C(C)(C)C)(C)C.CCCC[N+](CCCC)(CCCC)CCCC.[F-]. The catalyst is C1COCC1. The product is [C:22]([C:19]1[CH:18]=[CH:17][C:16]([C:13]2[O:12][C:11]([C@H:10]([NH:24][C:25]3[CH:32]=[CH:31][C:28]([C:29]#[N:30])=[C:27]([C:33]([F:34])([F:36])[F:35])[C:26]=3[CH3:37])[C@H:9]([OH:8])[CH3:38])=[N:15][N:14]=2)=[CH:21][CH:20]=1)#[N:23]. The yield is 0.680. (4) The reactants are [CH3:1][O:2][C:3](=[O:26])[C@H:4]([NH:15][C:16]([O:18][CH2:19][C:20]1[CH:25]=[CH:24][CH:23]=[CH:22][CH:21]=1)=[O:17])[CH2:5][C:6]1[CH:7]=[C:8]2[C:12](=[CH:13][CH:14]=1)[NH:11][CH:10]=[CH:9]2.C([OH:31])(C)(C)C. The catalyst is [Zn]. The product is [CH3:1][O:2][C:3](=[O:26])[C@H:4]([NH:15][C:16]([O:18][CH2:19][C:20]1[CH:25]=[CH:24][CH:23]=[CH:22][CH:21]=1)=[O:17])[CH2:5][C:6]1[CH:7]=[C:8]2[C:12](=[CH:13][CH:14]=1)[NH:11][C:10](=[O:31])[CH2:9]2. The yield is 0.410. (5) The reactants are [Cl:1][C:2]1[CH:3]=[C:4]([CH:17]=[CH:18][CH:19]=1)[C:5]([NH:7][C:8]1[CH:13]=[CH:12][C:11]([N+:14]([O-])=O)=[CH:10][N:9]=1)=[O:6]. The catalyst is [Pt].ClCCl. The product is [NH2:14][C:11]1[CH:12]=[CH:13][C:8]([NH:7][C:5](=[O:6])[C:4]2[CH:17]=[CH:18][CH:19]=[C:2]([Cl:1])[CH:3]=2)=[N:9][CH:10]=1. The yield is 0.940. (6) The product is [C:6]([O:10][C:11]([N:13]1[C:21]2[C:16](=[CH:17][C:18]([CH:22]=[CH2:2])=[CH:19][CH:20]=2)[CH:15]=[CH:14]1)=[O:12])([CH3:9])([CH3:8])[CH3:7]. The yield is 1.00. The reactants are [Li][CH2:2]CCC.[C:6]([O:10][C:11]([N:13]1[C:21]2[C:16](=[CH:17][C:18]([CH:22]=O)=[CH:19][CH:20]=2)[CH:15]=[CH:14]1)=[O:12])([CH3:9])([CH3:8])[CH3:7].[Cl-].[NH4+]. The catalyst is [Br-].C[P+](C1C=CC=CC=1)(C1C=CC=CC=1)C1C=CC=CC=1.C1COCC1. (7) The reactants are CC(P(C(C)(C)C)C1[C:11]([C:12]2[CH:17]=[CH:16][CH:15]=[CH:14][CH:13]=2)=[CH:10][CH:9]=CC=1)(C)C.C(N(CC)CC)C.[C:29]1([C:35]#[C:36][P:37](=[O:42])([OH:41])[O:38][CH2:39][CH3:40])[CH:34]=[CH:33][CH:32]=[CH:31][CH:30]=1.C(C1C=CC=CC=1)C#C. The catalyst is [Au].ClC(Cl)C. The product is [C:29]1([C:35]#[C:36][P:37](=[O:41])([O:42][C:10]([CH2:11][C:12]2[CH:13]=[CH:14][CH:15]=[CH:16][CH:17]=2)=[CH2:9])[O:38][CH2:39][CH3:40])[CH:30]=[CH:31][CH:32]=[CH:33][CH:34]=1. The yield is 0.710.